Dataset: Full USPTO retrosynthesis dataset with 1.9M reactions from patents (1976-2016). Task: Predict the reactants needed to synthesize the given product. (1) Given the product [NH2:12][CH:8]([C:4]1[CH:5]=[CH:6][CH:7]=[C:2]([Br:1])[CH:3]=1)[C:9]([OH:14])=[O:19], predict the reactants needed to synthesize it. The reactants are: [Br:1][C:2]1[CH:3]=[C:4]([CH:8]2[NH:12]C(=O)N[C:9]2=[O:14])[CH:5]=[CH:6][CH:7]=1.[OH-].[Na+].C(O)(=[O:19])C.Cl. (2) Given the product [NH2:34][CH:33]([CH2:32][C:31]1[CH:38]=[CH:39][C:28]([C:2]2[CH:7]=[C:6]([O:8][CH:9]([C:14]3[CH:19]=[CH:18][CH:17]=[CH:16][C:15]=3[C:20]([F:23])([F:22])[F:21])[C:10]([F:13])([F:12])[F:11])[N:5]=[C:4]([NH2:24])[N:3]=2)=[CH:29][CH:30]=1)[C:35]([OH:37])=[O:36], predict the reactants needed to synthesize it. The reactants are: Cl[C:2]1[CH:7]=[C:6]([O:8][CH:9]([C:14]2[CH:19]=[CH:18][CH:17]=[CH:16][C:15]=2[C:20]([F:23])([F:22])[F:21])[C:10]([F:13])([F:12])[F:11])[N:5]=[C:4]([NH2:24])[N:3]=1.B([C:28]1[CH:39]=[CH:38][C:31]([CH2:32][C@@H:33]([C:35]([OH:37])=[O:36])[NH2:34])=[CH:30][CH:29]=1)(O)O.C(#N)C.C(=O)([O-])[O-].[Na+].[Na+]. (3) Given the product [Br:12][CH2:11][C:3]1[C:2]([Br:1])=[CH:7][C:6]([O:8][CH3:9])=[CH:5][C:4]=1[Br:10], predict the reactants needed to synthesize it. The reactants are: [Br:1][C:2]1[CH:7]=[C:6]([O:8][CH3:9])[CH:5]=[C:4]([Br:10])[C:3]=1[CH3:11].[Br:12]N1C(=O)CCC1=O.C(OOC(=O)C1C=CC=CC=1)(=O)C1C=CC=CC=1. (4) Given the product [CH2:5]([C@H:2]([NH:1][C:30]([C:23]1[N:24]([CH3:29])[C:25]2[C:21]([CH:22]=1)=[C:20]([O:19][CH2:12][C:13]1[CH:18]=[CH:17][CH:16]=[CH:15][CH:14]=1)[CH:28]=[CH:27][CH:26]=2)=[O:31])[CH2:3][OH:4])[C:6]1[CH:11]=[CH:10][CH:9]=[CH:8][CH:7]=1.[CH2:5]([C@H:2]([NH:1][C:30]([C:23]1[N:24]([CH3:29])[C:25]2[C:21]([CH:22]=1)=[C:20]([OH:19])[CH:28]=[CH:27][CH:26]=2)=[O:31])[CH2:3][OH:4])[C:6]1[CH:11]=[CH:10][CH:9]=[CH:8][CH:7]=1, predict the reactants needed to synthesize it. The reactants are: [NH2:1][C@@H:2]([CH2:5][C:6]1[CH:11]=[CH:10][CH:9]=[CH:8][CH:7]=1)[CH2:3][OH:4].[CH2:12]([O:19][C:20]1[CH:28]=[CH:27][CH:26]=[C:25]2[C:21]=1[CH:22]=[C:23]([C:30](Cl)=[O:31])[N:24]2[CH3:29])[C:13]1[CH:18]=[CH:17][CH:16]=[CH:15][CH:14]=1. (5) Given the product [CH:1]([O:4][C:5]([N:7]1[CH2:13][CH2:12][CH2:11][CH:10]([N:14]([CH2:15][C:16]2[CH:17]=[C:18]([C:26]([F:27])([F:28])[F:29])[CH:19]=[C:20]([C:22]([F:23])([F:24])[F:25])[CH:21]=2)[C:40]#[N:39])[C:9]2[N:30]=[C:31]([CH3:38])[C:32]([C:34]([F:36])([F:37])[F:35])=[CH:33][C:8]1=2)=[O:6])([CH3:3])[CH3:2], predict the reactants needed to synthesize it. The reactants are: [CH:1]([O:4][C:5]([N:7]1[CH2:13][CH2:12][CH2:11][CH:10]([NH:14][CH2:15][C:16]2[CH:21]=[C:20]([C:22]([F:25])([F:24])[F:23])[CH:19]=[C:18]([C:26]([F:29])([F:28])[F:27])[CH:17]=2)[C:9]2[N:30]=[C:31]([CH3:38])[C:32]([C:34]([F:37])([F:36])[F:35])=[CH:33][C:8]1=2)=[O:6])([CH3:3])[CH3:2].[N:39]#[C:40]Br. (6) Given the product [Cl:30][C@@H:6]1[CH2:7][CH2:8][CH2:2][CH2:3][N:4]([CH2:9][CH2:10][C:11]2[CH:12]=[CH:13][C:14]([O:17][CH3:18])=[CH:15][CH:16]=2)[CH2:5]1, predict the reactants needed to synthesize it. The reactants are: O[CH2:2][C@H:3]1[CH2:8][CH2:7][CH2:6][CH2:5][N:4]1[CH2:9][CH2:10][C:11]1[CH:16]=[CH:15][C:14]([O:17][CH3:18])=[CH:13][CH:12]=1.C(N(CC)CC)C.CS([Cl:30])(=O)=O.C(=O)([O-])O.[Na+].